From a dataset of Human intestinal absorption (HIA) binary classification data from Hou et al.. Regression/Classification. Given a drug SMILES string, predict its absorption, distribution, metabolism, or excretion properties. Task type varies by dataset: regression for continuous measurements (e.g., permeability, clearance, half-life) or binary classification for categorical outcomes (e.g., BBB penetration, CYP inhibition). Dataset: hia_hou. (1) The drug is COc1ccc2c(c1)c(CC(=O)O)cn2C(=O)c1ccccc1. The result is 1 (good absorption). (2) The compound is O=C(O)c1cccnc1. The result is 1 (good absorption). (3) The compound is COCCCOc1ccnc(CS(=O)c2nc3ccccc3[nH]2)c1C. The result is 1 (good absorption). (4) The drug is CNS(=O)(=O)Cc1ccc2[nH]cc(CCN(C)C)c2c1. The result is 1 (good absorption). (5) The molecule is C#C[C@@]1(OC(C)=O)CC[C@@H]2[C@@H]3CCC4=C[C@@H](OC(C)=O)CC[C@@H]4[C@@H]3CC[C@@]21C. The result is 1 (good absorption).